This data is from Reaction yield outcomes from USPTO patents with 853,638 reactions. The task is: Predict the reaction yield, written as a fraction of the theoretical maximum amount of product (1.0 means a 100% yield; for example, 0.34 means a 34% yield). (1) The reactants are [Cl:1][C:2]1[CH:7]=[CH:6][N:5]=[C:4]([C:8]([NH:10][C:11]2[CH:16]=[CH:15][CH:14]=[C:13]([C:17]([NH:19][NH2:20])=O)[N:12]=2)=[O:9])[CH:3]=1.C[N:22]([CH3:26])[C:23](=O)[CH3:24].[CH:27]1(N)CC1.C(O)(=O)C. The catalyst is C1(C)C=CC=CC=1.CN(C)C=O. The product is [Cl:1][C:2]1[CH:7]=[CH:6][N:5]=[C:4]([C:8]([NH:10][C:11]2[CH:16]=[CH:15][CH:14]=[C:13]([C:17]3[N:22]([CH:23]4[CH2:27][CH2:24]4)[CH:26]=[N:20][N:19]=3)[N:12]=2)=[O:9])[CH:3]=1. The yield is 0.720. (2) The reactants are F[C:2]1[CH:3]=[C:4]([CH:13]=[CH:14][C:15]=1[N+:16]([O-:18])=[O:17])[O:5][CH2:6][C:7]1[CH:11]=[CH:10][N:9]([CH3:12])[N:8]=1.[F:19][C:20]1[CH:25]=[C:24]([O:26][C:27]([F:30])([F:29])[F:28])[CH:23]=[CH:22][C:21]=1[CH2:31][NH2:32].CCN(C(C)C)C(C)C. The catalyst is C(#N)C. The product is [F:19][C:20]1[CH:25]=[C:24]([O:26][C:27]([F:28])([F:29])[F:30])[CH:23]=[CH:22][C:21]=1[CH2:31][NH:32][C:2]1[CH:3]=[C:4]([O:5][CH2:6][C:7]2[CH:11]=[CH:10][N:9]([CH3:12])[N:8]=2)[CH:13]=[CH:14][C:15]=1[N+:16]([O-:18])=[O:17]. The yield is 0.947. (3) The product is [CH3:23][C:22]1[S:24][C:13]2[CH2:14][CH2:15][N:9]([C:1]([C:2]3[CH:7]=[CH:6][CH:5]=[CH:4][CH:3]=3)=[O:8])[C:10]3[CH:21]=[CH:20][CH:19]=[CH:18][C:11]=3[C:12]=2[N:25]=1. The catalyst is C(O)C. The yield is 0.700. The reactants are [C:1]([N:9]1[CH2:15][CH2:14][CH:13](Br)[C:12](=O)[C:11]2[CH:18]=[CH:19][CH:20]=[CH:21][C:10]1=2)(=[O:8])[C:2]1[CH:7]=[CH:6][CH:5]=[CH:4][CH:3]=1.[C:22]([NH2:25])(=[S:24])[CH3:23]. (4) The reactants are [NH2:1][C:2]1[O:6][N:5]=[C:4]([CH3:7])[C:3]=1[Br:8].[CH3:9][O:10][C:11]1[CH:12]=[C:13]([C:17]2[S:21][C:20]([S:22](Cl)(=[O:24])=[O:23])=[CH:19][CH:18]=2)[CH:14]=[CH:15][CH:16]=1. No catalyst specified. The product is [Br:8][C:3]1[C:4]([CH3:7])=[N:5][O:6][C:2]=1[NH:1][S:22]([C:20]1[S:21][C:17]([C:13]2[CH:14]=[CH:15][CH:16]=[C:11]([O:10][CH3:9])[CH:12]=2)=[CH:18][CH:19]=1)(=[O:23])=[O:24]. The yield is 0.480.